The task is: Predict the product of the given reaction.. This data is from Forward reaction prediction with 1.9M reactions from USPTO patents (1976-2016). (1) Given the reactants [CH2:1]([N:5]1[C:9]([CH2:10][O:11][C:12]2[CH:17]=[CH:16][CH:15]=[CH:14][C:13]=2[CH2:18][C@@H:19]([O:25][C:26]2[C:27]3[C:34]([C:35]4[CH:40]=[CH:39][C:38]([O:41][CH2:42][CH2:43][N:44]5[CH2:49][CH2:48][N:47]([CH3:50])[CH2:46][CH2:45]5)=[C:37]([Cl:51])[C:36]=4[CH3:52])=[C:33]([C:53]4[CH:54]=[N:55][C:56](F)=[CH:57][CH:58]=4)[S:32][C:28]=3[N:29]=[CH:30][N:31]=2)[C:20]([O:22][CH2:23][CH3:24])=[O:21])=[CH:8][CH:7]=[N:6]1)[CH2:2][CH2:3][CH3:4].[N:60]1([CH2:66][CH2:67][OH:68])[CH2:65][CH2:64][O:63][CH2:62][CH2:61]1.C(=O)([O-])[O-].[Cs+].[Cs+], predict the reaction product. The product is: [CH2:1]([N:5]1[C:9]([CH2:10][O:11][C:12]2[CH:17]=[CH:16][CH:15]=[CH:14][C:13]=2[CH2:18][C@@H:19]([O:25][C:26]2[C:27]3[C:34]([C:35]4[CH:40]=[CH:39][C:38]([O:41][CH2:42][CH2:43][N:44]5[CH2:49][CH2:48][N:47]([CH3:50])[CH2:46][CH2:45]5)=[C:37]([Cl:51])[C:36]=4[CH3:52])=[C:33]([C:53]4[CH:54]=[N:55][C:56]([O:68][CH2:67][CH2:66][N:60]5[CH2:65][CH2:64][O:63][CH2:62][CH2:61]5)=[CH:57][CH:58]=4)[S:32][C:28]=3[N:29]=[CH:30][N:31]=2)[C:20]([O:22][CH2:23][CH3:24])=[O:21])=[CH:8][CH:7]=[N:6]1)[CH2:2][CH2:3][CH3:4]. (2) Given the reactants [Si:1]([O:8][CH2:9][C:10]1[CH:11]=[CH:12][C:13]2[O:18][CH2:17][CH2:16][NH:15][C:14]=2[CH:19]=1)([C:4]([CH3:7])([CH3:6])[CH3:5])([CH3:3])[CH3:2].C(N(CC)CC)C.[Cl:27][C:28]1[CH:29]=[C:30]([CH:34]=[C:35]([Cl:38])[C:36]=1[OH:37])[C:31](Cl)=[O:32], predict the reaction product. The product is: [Si:1]([O:8][CH2:9][C:10]1[CH:11]=[CH:12][C:13]2[O:18][CH2:17][CH2:16][N:15]([C:31]([C:30]3[CH:34]=[C:35]([Cl:38])[C:36]([OH:37])=[C:28]([Cl:27])[CH:29]=3)=[O:32])[C:14]=2[CH:19]=1)([C:4]([CH3:7])([CH3:5])[CH3:6])([CH3:3])[CH3:2]. (3) The product is: [OH:1][N:2]=[C:3]([C:8]([O-:10])=[O:9])[C:4]([O-:6])=[O:5].[Ag+2:22]. Given the reactants [OH:1][N:2]=[C:3]([C:8]([O:10]C)=[O:9])[C:4]([O:6]C)=[O:5].[OH-].[Na+].[N+]([O-])(O)=O.[N+]([O-])([O-])=O.[Ag+:22], predict the reaction product. (4) Given the reactants [Cl:1][C:2]1[C:3]([C:23]([F:26])([F:25])[F:24])=[N:4][N:5]([C:10]2[CH:15]=[CH:14][C:13]([NH:16][C:17](=[O:22])[CH2:18][C:19](=[O:21])[CH3:20])=[CH:12][CH:11]=2)[C:6]=1[CH:7]1[CH2:9][CH2:8]1.CO[CH:29](OC)[N:30]([CH3:32])[CH3:31], predict the reaction product. The product is: [Cl:1][C:2]1[C:3]([C:23]([F:24])([F:26])[F:25])=[N:4][N:5]([C:10]2[CH:11]=[CH:12][C:13]([NH:16][C:17](=[O:22])[C:18](=[CH:29][N:30]([CH3:32])[CH3:31])[C:19](=[O:21])[CH3:20])=[CH:14][CH:15]=2)[C:6]=1[CH:7]1[CH2:8][CH2:9]1. (5) Given the reactants [Cl:1][C:2]1[C:7]([O:8]C)=[CH:6][C:5]([NH:10][C:11]2[C:20]3[C:15](=[CH:16][C:17]([O:23][CH2:24][CH2:25][O:26][CH3:27])=[C:18]([O:21][CH3:22])[CH:19]=3)[N:14]=[CH:13][CH:12]=2)=[C:4]([O:28]C)[CH:3]=1.O, predict the reaction product. The product is: [Cl:1][C:2]1[C:7]([CH:6]=[C:5]([NH:10][C:11]2[C:20]3[C:15](=[CH:16][C:17]([O:23][CH2:24][CH2:25][O:26][CH3:27])=[C:18]([O:21][CH3:22])[CH:19]=3)[N:14]=[CH:13][CH:12]=2)[C:4](=[O:28])[CH:3]=1)=[O:8]. (6) The product is: [OH:46][CH:47]([CH2:67][OH:68])[CH2:48][O:49][C:50]1[CH:51]=[CH:52][C:53]([C:56]#[C:57][C:58]2[CH:59]=[CH:60][C:61]([C:62](=[O:64])[N:6]([CH:5]([C:4]([NH:3][CH3:2])=[O:12])[C:8]([O:9][CH3:10])=[O:11])[CH3:7])=[CH:65][CH:66]=2)=[CH:54][CH:55]=1. Given the reactants Cl.[CH3:2][NH:3][C:4](=[O:12])[C@H:5]([C:8](=[O:11])[O:9][CH3:10])[NH:6][CH3:7].CN(C(ON1N=NC2C=CC=NC1=2)=[N+](C)C)C.F[P-](F)(F)(F)(F)F.CCN(C(C)C)C(C)C.[OH:46][CH:47]([CH2:67][OH:68])[CH2:48][O:49][C:50]1[CH:55]=[CH:54][C:53]([C:56]#[C:57][C:58]2[CH:66]=[CH:65][C:61]([C:62]([OH:64])=O)=[CH:60][CH:59]=2)=[CH:52][CH:51]=1.C(=O)([O-])O.[Na+], predict the reaction product. (7) Given the reactants Br[C:2]1[C:3](=[O:9])[NH:4][N:5]=[C:6]([Cl:8])[CH:7]=1.[CH3:10][N:11]1[CH:15]=[CH:14][C:13]([NH2:16])=[N:12]1.C(P(C(C)(C)C)C1C=CC=CC=1C1C(C(C)C)=CC(C(C)C)=CC=1C(C)C)(C)(C)C.CC(C)([O-])C.[Na+], predict the reaction product. The product is: [Cl:8][C:6]1[CH:7]=[C:2]([NH:16][C:13]2[CH:14]=[CH:15][N:11]([CH3:10])[N:12]=2)[C:3](=[O:9])[NH:4][N:5]=1. (8) The product is: [F:39][C:2]([F:40])([F:1])[C:3]1[CH:4]=[C:5]([CH:32]=[C:33]([C:35]([F:36])([F:37])[F:38])[CH:34]=1)[C:6]([N:8]1[CH2:13][CH2:12][N:11]([CH2:14][CH2:15][CH2:16][N:42]2[CH2:43][CH2:44][C:45]3[C:50](=[CH:49][CH:48]=[CH:47][CH:46]=3)[CH2:41]2)[CH2:10][C@H:9]1[CH2:22][C:23]1[C:31]2[C:26](=[CH:27][CH:28]=[CH:29][CH:30]=2)[NH:25][CH:24]=1)=[O:7]. Given the reactants [F:1][C:2]([F:40])([F:39])[C:3]1[CH:4]=[C:5]([CH:32]=[C:33]([C:35]([F:38])([F:37])[F:36])[CH:34]=1)[C:6]([N:8]1[CH2:13][CH2:12][N:11]([CH2:14][CH2:15][CH2:16]OS(C)(=O)=O)[CH2:10][C@H:9]1[CH2:22][C:23]1[C:31]2[C:26](=[CH:27][CH:28]=[CH:29][CH:30]=2)[NH:25][CH:24]=1)=[O:7].[CH2:41]1[C:50]2[C:45](=[CH:46][CH:47]=[CH:48][CH:49]=2)[CH2:44][CH2:43][NH:42]1, predict the reaction product.